From a dataset of Forward reaction prediction with 1.9M reactions from USPTO patents (1976-2016). Predict the product of the given reaction. The product is: [OH:21][CH2:22][CH2:23][CH2:24][CH2:25][CH:26]=[N:3][NH:2][C:4]1[CH:9]=[CH:8][C:7]([CH2:10][NH:11][S:12]([CH3:15])(=[O:14])=[O:13])=[CH:6][CH:5]=1. Given the reactants Cl.[NH:2]([C:4]1[CH:9]=[CH:8][C:7]([CH2:10][NH:11][S:12]([CH3:15])(=[O:14])=[O:13])=[CH:6][CH:5]=1)[NH2:3].C([O-])(=O)C.[Na+].[O:21]1[CH:26]=[CH:25][CH2:24][CH2:23][CH2:22]1, predict the reaction product.